Task: Predict the reaction yield, written as a fraction of the theoretical maximum amount of product (1.0 means a 100% yield; for example, 0.34 means a 34% yield).. Dataset: Reaction yield outcomes from USPTO patents with 853,638 reactions The reactants are [CH2:1]([NH2:4])[CH:2]=[CH2:3].Cl[C:6]1[N:7]=[C:8]([NH:16][CH2:17][C:18]([CH3:21])([CH3:20])[CH3:19])[C:9]2[S:14][CH:13]=[C:12]([CH3:15])[C:10]=2[N:11]=1. The catalyst is O. The product is [CH2:1]([NH:4][C:6]1[N:7]=[C:8]([NH:16][CH2:17][C:18]([CH3:21])([CH3:20])[CH3:19])[C:9]2[S:14][CH:13]=[C:12]([CH3:15])[C:10]=2[N:11]=1)[CH:2]=[CH2:3]. The yield is 0.613.